This data is from Full USPTO retrosynthesis dataset with 1.9M reactions from patents (1976-2016). The task is: Predict the reactants needed to synthesize the given product. (1) The reactants are: [OH:1][C:2]1[CH:7]=[C:6]([O:8][CH2:9][CH2:10][CH2:11][CH2:12][O:13][C:14]2[CH:19]=[CH:18][C:17]([C:20](=[O:25])[CH2:21][CH:22]([CH3:24])[CH3:23])=[C:16]([OH:26])[C:15]=2[CH3:27])[CH:5]=[CH:4][C:3]=1[CH2:28][CH2:29][C:30]([OH:32])=O.C1(C)C=CC(S(O)(=O)=O)=CC=1. Given the product [OH:26][C:16]1[C:15]([CH3:27])=[C:14]([CH:19]=[CH:18][C:17]=1[C:20](=[O:25])[CH2:21][CH:22]([CH3:24])[CH3:23])[O:13][CH2:12][CH2:11][CH2:10][CH2:9][O:8][C:6]1[CH:7]=[C:2]2[C:3]([CH2:28][CH2:29][C:30](=[O:32])[O:1]2)=[CH:4][CH:5]=1, predict the reactants needed to synthesize it. (2) Given the product [Cl-:17].[CH2:1]([SH:13])[CH2:2][CH2:3][CH2:4][CH2:5][CH2:6][CH2:7][CH2:8][CH2:9][CH2:10][CH2:11][CH3:12], predict the reactants needed to synthesize it. The reactants are: [CH2:1]([SH:13])[CH2:2][CH2:3][CH2:4][CH2:5][CH2:6][CH2:7][CH2:8][CH2:9][CH2:10][CH2:11][CH3:12].S(Cl)([Cl:17])(=O)=O. (3) Given the product [Si:32]([O:22][CH2:21][C@H:20]([NH:19][C:11]1[N:10]([CH2:24][C@H:25]2[CH2:30][CH2:29][C@H:28]([CH3:31])[CH2:27][CH2:26]2)[C:9]2[C:13](=[N:14][C:15]([C:17]#[N:18])=[N:16][C:8]=2[C:4]2[CH:5]=[CH:6][CH:7]=[C:2]([Cl:1])[CH:3]=2)[N:12]=1)[CH3:23])([C:35]([CH3:38])([CH3:37])[CH3:36])([CH3:34])[CH3:33], predict the reactants needed to synthesize it. The reactants are: [Cl:1][C:2]1[CH:3]=[C:4]([C:8]2[N:16]=[C:15]([C:17]#[N:18])[N:14]=[C:13]3[C:9]=2[N:10]([CH2:24][C@H:25]2[CH2:30][CH2:29][C@H:28]([CH3:31])[CH2:27][CH2:26]2)[C:11]([NH:19][C@H:20]([CH3:23])[CH2:21][OH:22])=[N:12]3)[CH:5]=[CH:6][CH:7]=1.[Si:32](Cl)([C:35]([CH3:38])([CH3:37])[CH3:36])([CH3:34])[CH3:33].N1C=CN=C1. (4) Given the product [C:55]([Si:52]([CH3:54])([CH3:53])[O:51][C@H:50]([C:59]1[CH:68]=[CH:67][C:66]([OH:69])=[C:65]2[C:60]=1[CH:61]=[CH:62][C:63](=[O:70])[NH:64]2)[CH2:49][NH:48][CH2:1][C:3]1[CH:4]=[CH:5][C:6]([NH:9][C:10]([CH2:12][CH2:13][CH2:14][CH2:15][N:16]([CH3:43])[C:17]([CH2:19][CH2:20][N:21]2[CH2:22][CH2:23][CH:24]([O:27][C:28](=[O:42])[NH:29][C:30]3[CH:35]=[CH:34][CH:33]=[CH:32][C:31]=3[C:36]3[CH:37]=[CH:38][CH:39]=[CH:40][CH:41]=3)[CH2:25][CH2:26]2)=[O:18])=[O:11])=[CH:7][CH:8]=1)([CH3:58])([CH3:57])[CH3:56], predict the reactants needed to synthesize it. The reactants are: [CH:1]([C:3]1[CH:8]=[CH:7][C:6]([NH:9][C:10]([CH2:12][CH2:13][CH2:14][CH2:15][N:16]([CH3:43])[C:17]([CH2:19][CH2:20][N:21]2[CH2:26][CH2:25][CH:24]([O:27][C:28](=[O:42])[NH:29][C:30]3[CH:35]=[CH:34][CH:33]=[CH:32][C:31]=3[C:36]3[CH:41]=[CH:40][CH:39]=[CH:38][CH:37]=3)[CH2:23][CH2:22]2)=[O:18])=[O:11])=[CH:5][CH:4]=1)=O.C(O)(=O)C.[NH2:48][CH2:49][C@@H:50]([C:59]1[CH:68]=[CH:67][C:66]([OH:69])=[C:65]2[C:60]=1[CH:61]=[CH:62][C:63](=[O:70])[NH:64]2)[O:51][Si:52]([C:55]([CH3:58])([CH3:57])[CH3:56])([CH3:54])[CH3:53].C(Cl)Cl.C(O[BH-](OC(=O)C)OC(=O)C)(=O)C.[Na+]. (5) Given the product [CH3:3][CH:4]([CH3:18])[CH2:5][N:6]([CH2:11][C@@H:12]1[NH:13][CH2:14][CH2:15][N:16]([C:31]([O:30][C:27]([CH3:29])([CH3:28])[CH3:26])=[O:32])[CH2:17]1)[S:7]([CH3:10])(=[O:8])=[O:9], predict the reactants needed to synthesize it. The reactants are: Cl.Cl.[CH3:3][CH:4]([CH3:18])[CH2:5][N:6]([CH2:11][C@H:12]1[CH2:17][NH:16][CH2:15][CH2:14][NH:13]1)[S:7]([CH3:10])(=[O:9])=[O:8].C(N(CC)CC)C.[CH3:26][C:27]([O:30][C:31](O[C:31]([O:30][C:27]([CH3:29])([CH3:28])[CH3:26])=[O:32])=[O:32])([CH3:29])[CH3:28]. (6) Given the product [N:38]1([CH2:37][CH2:36][O:27][C:25]2[CH:24]=[CH:23][C:20]3[N:21]4[CH:22]=[C:15]([C:12]5[CH:13]=[CH:14][C:9]([N+:6]([O-:8])=[O:7])=[CH:10][CH:11]=5)[N:16]=[C:17]4[S:18][C:19]=3[CH:26]=2)[CH2:43][CH2:42][O:41][CH2:40][CH2:39]1, predict the reactants needed to synthesize it. The reactants are: CN(C=O)C.[N+:6]([C:9]1[CH:14]=[CH:13][C:12]([C:15]2[N:16]=[C:17]3[N:21]([CH:22]=2)[C:20]2[CH:23]=[CH:24][C:25]([OH:27])=[CH:26][C:19]=2[S:18]3)=[CH:11][CH:10]=1)([O-:8])=[O:7].C(=O)([O-])[O-].[K+].[K+].Cl.Cl[CH2:36][CH2:37][N:38]1[CH2:43][CH2:42][O:41][CH2:40][CH2:39]1. (7) Given the product [NH2:1][C:4]1[CH:21]=[CH:20][C:7]([C:8]([O:10][C:11]2[CH:16]=[CH:15][C:14]([NH2:17])=[CH:13][CH:12]=2)=[O:9])=[CH:6][CH:5]=1, predict the reactants needed to synthesize it. The reactants are: [N+:1]([C:4]1[CH:21]=[CH:20][C:7]([C:8]([O:10][C:11]2[CH:16]=[CH:15][C:14]([N+:17]([O-])=O)=[CH:13][CH:12]=2)=[O:9])=[CH:6][CH:5]=1)([O-])=O.[H][H]. (8) Given the product [F:17][C:16]([F:18])([F:19])[C@H:13]1[CH2:14][CH2:15][C@H:10]([NH:9][C:7]([C:6]2[C:5]([O:21][CH2:22][CH:23]([F:24])[F:25])=[CH:4][C:3]3[N:26]([CH3:27])[C:29]([NH:28][C:31]4[CH:32]=[C:33]([CH2:34][NH:35][C:36]([C:37]([CH3:40])([CH3:39])[CH3:38])=[O:41])[CH:42]=[CH:43][C:44]=4[C:45]([F:48])([F:47])[F:46])=[N:1][C:2]=3[CH:20]=2)=[O:8])[CH2:11][CH2:12]1, predict the reactants needed to synthesize it. The reactants are: [NH2:1][C:2]1[C:3]([NH:26][CH3:27])=[CH:4][C:5]([O:21][CH2:22][CH:23]([F:25])[F:24])=[C:6]([CH:20]=1)[C:7]([NH:9][C@H:10]1[CH2:15][CH2:14][C@H:13]([C:16]([F:19])([F:18])[F:17])[CH2:12][CH2:11]1)=[O:8].[N:28]([C:31]1[CH:32]=[C:33]([CH:42]=[CH:43][C:44]=1[C:45]([F:48])([F:47])[F:46])[CH2:34][N-:35][C:36](=[O:41])[C:37]([CH3:40])([CH3:39])[CH3:38])=[C:29]=S. (9) Given the product [O:1]=[C:2]1[N:11]([C:12]2[CH:13]=[C:14]([CH:19]=[CH:20][CH:21]=2)[C:15]([OH:17])=[O:16])[C:10](=[O:22])[C:9]2[C:4](=[CH:5][CH:6]=[CH:7][CH:8]=2)[NH:3]1, predict the reactants needed to synthesize it. The reactants are: [O:1]=[C:2]1[N:11]([C:12]2[CH:13]=[C:14]([CH:19]=[CH:20][CH:21]=2)[C:15]([O:17]C)=[O:16])[C:10](=[O:22])[C:9]2[C:4](=[CH:5][CH:6]=[CH:7][CH:8]=2)[NH:3]1.[OH-].[Na+].O.Cl.